This data is from Full USPTO retrosynthesis dataset with 1.9M reactions from patents (1976-2016). The task is: Predict the reactants needed to synthesize the given product. (1) Given the product [Cl:7][C:8]1[CH:16]=[CH:15][CH:14]=[C:13]([Cl:17])[C:9]=1[C:10]([NH:18][C:19]1[CH:31]=[C:30]([CH2:32][CH2:33][C:34]2[CH:35]=[CH:36][CH:37]=[CH:38][CH:39]=2)[CH:29]=[CH:28][C:20]=1[C:21]([O:23][C:24]([CH3:27])([CH3:26])[CH3:25])=[O:22])=[O:11], predict the reactants needed to synthesize it. The reactants are: N1C=CC=CC=1.[Cl:7][C:8]1[CH:16]=[CH:15][CH:14]=[C:13]([Cl:17])[C:9]=1[C:10](Cl)=[O:11].[NH2:18][C:19]1[CH:31]=[C:30]([CH2:32][CH2:33][C:34]2[CH:39]=[CH:38][CH:37]=[CH:36][CH:35]=2)[CH:29]=[CH:28][C:20]=1[C:21]([O:23][C:24]([CH3:27])([CH3:26])[CH3:25])=[O:22].C(=O)([O-])O.[Na+]. (2) Given the product [Cl:25][C:26]1[N:31]=[CH:30][N:29]=[C:28]([NH:1][C:2]2[CH:3]=[C:4]3[C:8](=[CH:9][CH:10]=2)[CH2:7][N:6]([C:11]([O:13][C:14]([CH3:17])([CH3:16])[CH3:15])=[O:12])[CH2:5]3)[N:27]=1, predict the reactants needed to synthesize it. The reactants are: [NH2:1][C:2]1[CH:3]=[C:4]2[C:8](=[CH:9][CH:10]=1)[CH2:7][N:6]([C:11]([O:13][C:14]([CH3:17])([CH3:16])[CH3:15])=[O:12])[CH2:5]2.C(N(CC)CC)C.[Cl:25][C:26]1[N:31]=[C:30](Cl)[N:29]=[CH:28][N:27]=1. (3) Given the product [Cl:1][C:2]1[C:3]([N:8]2[C:12]([C:31]([Cl:24])=[O:30])=[CH:11][C:10]([C:13]([F:16])([F:14])[F:15])=[N:9]2)=[N:4][CH:5]=[CH:6][CH:7]=1, predict the reactants needed to synthesize it. The reactants are: [Cl:1][C:2]1[C:3]([N:8]2[CH:12]=[CH:11][C:10]([C:13]([F:16])([F:15])[F:14])=[N:9]2)=[N:4][CH:5]=[CH:6][CH:7]=1.C([Mg]Cl)(C)C.S(Cl)([Cl:24])=O.C(C[O:30][CH3:31])OC. (4) Given the product [F:12][CH:13]([F:16])[CH2:14][O:15][C:2]1[C:10]([CH3:11])=[CH:9][C:5]([C:6]([OH:8])=[O:7])=[CH:4][N:3]=1, predict the reactants needed to synthesize it. The reactants are: F[C:2]1[C:10]([CH3:11])=[CH:9][C:5]([C:6]([OH:8])=[O:7])=[CH:4][N:3]=1.[F:12][CH:13]([F:16])[CH2:14][OH:15]. (5) Given the product [Br:1][C:2]1[C:3]([C:9]2[S:13][C:12]3[CH:14]=[CH:15][C:16]([O:18][CH2:19][C@@H:20]4[CH2:24][CH2:23][CH2:22][N:21]4[C:25]([O:27][C:28]([CH3:31])([CH3:30])[CH3:29])=[O:26])=[CH:17][C:11]=3[CH:10]=2)=[N:4][C:5]([NH:32][CH2:33][CH2:34][N:35]2[C:39]([CH3:40])([CH3:41])[C:38](=[O:42])[NH:37][C:36]2=[O:43])=[N:6][CH:7]=1, predict the reactants needed to synthesize it. The reactants are: [Br:1][C:2]1[C:3]([C:9]2[S:13][C:12]3[CH:14]=[CH:15][C:16]([O:18][CH2:19][C@@H:20]4[CH2:24][CH2:23][CH2:22][N:21]4[C:25]([O:27][C:28]([CH3:31])([CH3:30])[CH3:29])=[O:26])=[CH:17][C:11]=3[CH:10]=2)=[N:4][C:5](Cl)=[N:6][CH:7]=1.[NH2:32][CH2:33][CH2:34][N:35]1[C:39]([CH3:41])([CH3:40])[C:38](=[O:42])[NH:37][C:36]1=[O:43].C(N(CC)CC)C. (6) Given the product [Cl:1][C:2]1[CH:7]=[C:6]([C:8]([F:9])([F:10])[F:11])[CH:5]=[CH:4][C:3]=1[N:12]([CH2:31][CH3:32])[C:13]1[N:14]=[C:15]([C:22]2[C:23]([F:30])=[CH:24][CH:25]=[CH:26][C:27]=2[OH:28])[C:16]2[NH:21][N:20]=[CH:19][C:17]=2[N:18]=1, predict the reactants needed to synthesize it. The reactants are: [Cl:1][C:2]1[CH:7]=[C:6]([C:8]([F:11])([F:10])[F:9])[CH:5]=[CH:4][C:3]=1[N:12]([CH2:31][CH3:32])[C:13]1[N:14]=[C:15]([C:22]2[C:27]([O:28]C)=[CH:26][CH:25]=[CH:24][C:23]=2[F:30])[C:16]2[NH:21][N:20]=[CH:19][C:17]=2[N:18]=1.BrB(Br)Br.ClCCl.O. (7) The reactants are: Br[C:2]1[CH:17]=[CH:16][C:5]2[N:6]([CH2:11][C:12]([CH3:15])([CH3:14])[CH3:13])[C:7](=[O:10])[N:8]([CH3:9])[C:4]=2[CH:3]=1.[B:18]1([B:18]2[O:22][C:21]([CH3:24])([CH3:23])[C:20]([CH3:26])([CH3:25])[O:19]2)[O:22][C:21]([CH3:24])([CH3:23])[C:20]([CH3:26])([CH3:25])[O:19]1.C([O-])(=O)C.[K+]. Given the product [CH3:13][C:12]([CH3:15])([CH3:14])[CH2:11][N:6]1[C:5]2[CH:16]=[CH:17][C:2]([B:18]3[O:22][C:21]([CH3:24])([CH3:23])[C:20]([CH3:26])([CH3:25])[O:19]3)=[CH:3][C:4]=2[N:8]([CH3:9])[C:7]1=[O:10], predict the reactants needed to synthesize it.